This data is from Reaction yield outcomes from USPTO patents with 853,638 reactions. The task is: Predict the reaction yield, written as a fraction of the theoretical maximum amount of product (1.0 means a 100% yield; for example, 0.34 means a 34% yield). (1) The catalyst is C(Cl)Cl. The reactants are [C:1]([O:4][C@H:5]1[CH2:22][CH2:21][C@@:20]2([CH3:23])[C@@H:7]([CH2:8][CH2:9][C@:10]3([CH3:34])[C@@H:19]2[CH2:18][CH2:17][C@H:16]2[C@@:11]3([CH3:33])[CH2:12][CH2:13][C@@:14]3([C:30](O)=[O:31])[CH2:26][CH2:25][C@@H:24]([C:27]([CH3:29])=[CH2:28])[C@@H:15]32)[C:6]1([CH3:36])[CH3:35])(=[O:3])[CH3:2].C(Cl)(C(Cl)=O)=O.[NH2:43][C@H:44]1[CH2:47][C@@H:46]([C:48]([N:50]2[CH2:55][CH2:54][O:53][CH2:52][CH2:51]2)=[O:49])[C:45]1([CH3:57])[CH3:56].CCN(CC)CC. The product is [C:1]([O:4][C@H:5]1[CH2:22][CH2:21][C@@:20]2([CH3:23])[C@@H:7]([CH2:8][CH2:9][C@:10]3([CH3:34])[C@@H:19]2[CH2:18][CH2:17][C@H:16]2[C@@:11]3([CH3:33])[CH2:12][CH2:13][C@@:14]3([C:30](=[O:31])[NH:43][C@H:44]4[CH2:47][C@@H:46]([C:48]([N:50]5[CH2:55][CH2:54][O:53][CH2:52][CH2:51]5)=[O:49])[C:45]4([CH3:57])[CH3:56])[CH2:26][CH2:25][C@@H:24]([C:27]([CH3:29])=[CH2:28])[C@@H:15]32)[C:6]1([CH3:36])[CH3:35])(=[O:3])[CH3:2]. The yield is 0.684. (2) The reactants are C[O:2][C:3]([C:5]1[CH:10]=[CH:9][C:8]([CH2:11][C:12]2[C:13]([F:27])=[C:14]([C:20]3[CH:25]=[CH:24][CH:23]=[C:22]([Cl:26])[CH:21]=3)[C:15]([O:18][CH3:19])=[CH:16][CH:17]=2)=[CH:7][N:6]=1)=O.[H-].[Al+3].[Li+].[H-].[H-].[H-]. The catalyst is O1CCCC1. The product is [Cl:26][C:22]1[CH:21]=[C:20]([C:14]2[C:15]([O:18][CH3:19])=[CH:16][CH:17]=[C:12]([CH2:11][C:8]3[CH:9]=[CH:10][C:5]([CH2:3][OH:2])=[N:6][CH:7]=3)[C:13]=2[F:27])[CH:25]=[CH:24][CH:23]=1. The yield is 0.240. (3) The reactants are [CH3:1][O:2][CH:3]1[CH2:6][N:5]([C:7]2[CH:8]=[C:9]3[N:18]([CH3:19])[CH:17]=[CH:16][C:10]3=[N:11][C:12]=2[C@@H:13]([NH2:15])[CH3:14])[CH2:4]1.[NH2:20][C:21]1[N:26]=[C:25]([NH2:27])[C:24]([C:28]#[N:29])=[C:23](Cl)[N:22]=1.C(N(C(C)C)C(C)C)C. The catalyst is C(#N)C. The product is [NH2:20][C:21]1[N:26]=[C:25]([NH2:27])[C:24]([C:28]#[N:29])=[C:23]([NH:15][C@H:13]([C:12]2[N:11]=[C:10]3[CH:16]=[CH:17][N:18]([CH3:19])[C:9]3=[CH:8][C:7]=2[N:5]2[CH2:6][CH:3]([O:2][CH3:1])[CH2:4]2)[CH3:14])[N:22]=1. The yield is 0.150. (4) The reactants are [CH2:1]([O:3][C:4]1[CH:5]=[C:6]([CH:9]=[CH:10][C:11]=1[O:12][CH2:13][CH2:14][CH2:15][CH2:16][CH2:17][CH2:18][OH:19])[CH:7]=O)[CH3:2].[O:20]1[C:24]2[CH:25]=[CH:26][C:27]([CH2:29][C:30]#[N:31])=[CH:28][C:23]=2[O:22][CH2:21]1. No catalyst specified. The product is [O:20]1[C:24]2[CH:25]=[CH:26][C:27](/[C:29](=[CH:7]/[C:6]3[CH:9]=[CH:10][C:11]([O:12][CH2:13][CH2:14][CH2:15][CH2:16][CH2:17][CH2:18][OH:19])=[C:4]([O:3][CH2:1][CH3:2])[CH:5]=3)/[C:30]#[N:31])=[CH:28][C:23]=2[O:22][CH2:21]1. The yield is 0.960. (5) The reactants are [NH2:1][C:2]1[CH:7]=[CH:6][C:5]([C:8]2[CH:9]=[CH:10][C:11]3[O:17][CH2:16][CH2:15][N:14]([C:18]([O:20][C:21]([CH3:24])([CH3:23])[CH3:22])=[O:19])[CH2:13][C:12]=3[CH:25]=2)=[CH:4][C:3]=1[N+:26]([O-])=O.[CH3:29][O:30][C:31]([NH:33][C:34](=NC(OC)=O)SC)=[O:32]. The catalyst is [Pd].C(O)C. The product is [CH3:29][O:30][C:31]([NH:33][C:34]1[NH:26][C:3]2[CH:4]=[C:5]([C:8]3[CH:9]=[CH:10][C:11]4[O:17][CH2:16][CH2:15][N:14]([C:18]([O:20][C:21]([CH3:24])([CH3:23])[CH3:22])=[O:19])[CH2:13][C:12]=4[CH:25]=3)[CH:6]=[CH:7][C:2]=2[N:1]=1)=[O:32]. The yield is 0.800. (6) The reactants are [C:1]([OH:8])(=[O:7])/[CH:2]=[CH:3]/[C:4]([OH:6])=[O:5].[CH:9]1[C:14]2[C:15]([N:24]3[CH2:29][CH2:28][N:27]([CH2:30][CH2:31][O:32][CH2:33][CH2:34][OH:35])[CH2:26][CH2:25]3)=[N:16][C:17]3[CH:23]=[CH:22][CH:21]=[CH:20][C:18]=3[S:19][C:13]=2[CH:12]=[CH:11][CH:10]=1. The catalyst is C(O)C. The yield is 0.790. The product is [C:1]([OH:8])(=[O:7])/[CH:2]=[CH:3]/[C:4]([OH:6])=[O:5].[CH:9]1[C:14]2[C:15]([N:24]3[CH2:25][CH2:26][N:27]([CH2:30][CH2:31][O:32][CH2:33][CH2:34][OH:35])[CH2:28][CH2:29]3)=[N:16][C:17]3[CH:23]=[CH:22][CH:21]=[CH:20][C:18]=3[S:19][C:13]=2[CH:12]=[CH:11][CH:10]=1. (7) The reactants are [NH:1]1[CH2:6][CH2:5][NH:4][CH2:3][CH2:2]1.Cl[C:8]1[CH:13]=[CH:12][C:11]([N+:14]([O-:16])=[O:15])=[CH:10][C:9]=1[Cl:17]. The catalyst is CN(C=O)C. The product is [Cl:17][C:9]1[CH:10]=[C:11]([N+:14]([O-:16])=[O:15])[CH:12]=[CH:13][C:8]=1[N:1]1[CH2:6][CH2:5][NH:4][CH2:3][CH2:2]1. The yield is 0.370. (8) The reactants are [Cl:1][C:2]1[CH:3]=[C:4]([N:8]2[C:12]([CH2:13][NH:14][C:15](=[O:33])[CH:16]([C:18]3[CH:19]=[CH:20][C:21]([CH2:24][NH:25]C(=O)OC(C)(C)C)=[N:22][CH:23]=3)[CH3:17])=[CH:11][C:10]([C:34]([F:37])([F:36])[F:35])=[N:9]2)[CH:5]=[CH:6][CH:7]=1.FC(F)(F)C(O)=O. The catalyst is ClCCl. The product is [NH2:25][CH2:24][C:21]1[N:22]=[CH:23][C:18]([CH:16]([CH3:17])[C:15]([NH:14][CH2:13][C:12]2[N:8]([C:4]3[CH:5]=[CH:6][CH:7]=[C:2]([Cl:1])[CH:3]=3)[N:9]=[C:10]([C:34]([F:37])([F:36])[F:35])[CH:11]=2)=[O:33])=[CH:19][CH:20]=1. The yield is 0.560.